From a dataset of Forward reaction prediction with 1.9M reactions from USPTO patents (1976-2016). Predict the product of the given reaction. (1) Given the reactants [Br:1][C:2]1[C:3]([C:10]([OH:12])=O)=[N:4][C:5]([S:8][CH3:9])=[N:6][CH:7]=1.Cl.[CH3:14][NH:15][O:16][CH3:17].CN(C(ON1N=NC2C=CC=NC1=2)=[N+](C)C)C.F[P-](F)(F)(F)(F)F.C(N(CC)C(C)C)(C)C, predict the reaction product. The product is: [Br:1][C:2]1[C:3]([C:10]([N:15]([O:16][CH3:17])[CH3:14])=[O:12])=[N:4][C:5]([S:8][CH3:9])=[N:6][CH:7]=1. (2) Given the reactants [BH4-].[Na+].[NH2:3][C:4]1[C:9]([C:10](=[O:16])[C:11]([N:13]([CH3:15])[CH3:14])=[O:12])=[CH:8][C:7]([Br:17])=[CH:6][N:5]=1, predict the reaction product. The product is: [NH2:3][C:4]1[C:9]([CH:10]([OH:16])[C:11]([N:13]([CH3:14])[CH3:15])=[O:12])=[CH:8][C:7]([Br:17])=[CH:6][N:5]=1. (3) Given the reactants [F:1][C:2]1[CH:7]=[CH:6][C:5](I)=[CH:4][C:3]=1[C@:9]1([CH3:20])[CH2:14][C@@H:13]([C:15]([F:18])([F:17])[F:16])[O:12][C:11]([NH2:19])=[N:10]1.[Cl:21][C:22]1[C:23]([C:30]#[CH:31])=[N:24][N:25]([CH:27]([F:29])[F:28])[CH:26]=1, predict the reaction product. The product is: [Cl:21][C:22]1[C:23]([C:30]#[C:31][C:5]2[CH:6]=[CH:7][C:2]([F:1])=[C:3]([C@:9]3([CH3:20])[CH2:14][C@@H:13]([C:15]([F:18])([F:17])[F:16])[O:12][C:11]([NH2:19])=[N:10]3)[CH:4]=2)=[N:24][N:25]([CH:27]([F:29])[F:28])[CH:26]=1.